This data is from Reaction yield outcomes from USPTO patents with 853,638 reactions. The task is: Predict the reaction yield, written as a fraction of the theoretical maximum amount of product (1.0 means a 100% yield; for example, 0.34 means a 34% yield). (1) The reactants are [OH:1][C:2]1([CH2:8][CH:9]([NH:19][CH3:20])[CH2:10][NH:11][C:12](=[O:18])[O:13][C:14]([CH3:17])([CH3:16])[CH3:15])[CH2:7][CH2:6][CH2:5][CH2:4][CH2:3]1.C1C2C(=CC=CC=2)C=CC=1.C([O-])([O-])=O.[K+].[K+].[C:37]([O:46]N1C(=O)CCC1=O)([O:39][CH2:40][CH2:41][Si:42]([CH3:45])([CH3:44])[CH3:43])=O. The catalyst is C1COCC1.O. The product is [C:14]([O:13][C:12]([NH:11][CH2:10][CH:9]([N:19]([CH3:20])[C:37]([O:39][CH2:40][CH2:41][Si:42]([CH3:43])([CH3:44])[CH3:45])=[O:46])[CH2:8][C:2]1([OH:1])[CH2:3][CH2:4][CH2:5][CH2:6][CH2:7]1)=[O:18])([CH3:16])([CH3:17])[CH3:15]. The yield is 0.860. (2) The reactants are [Cl:1][C:2]1[CH:7]=[CH:6][CH:5]=[CH:4][C:3]=1[C:8]1[C:18]([I:19])=[C:11]2[NH:12][C:13]([CH3:17])=[N:14][C:15](=O)[N:10]2[N:9]=1.C(N(C(C)C)CC)(C)C.O=P(Cl)(Cl)[Cl:31]. The catalyst is C1(C)C=CC=CC=1. The product is [Cl:31][C:15]1[N:10]2[N:9]=[C:8]([C:3]3[CH:4]=[CH:5][CH:6]=[CH:7][C:2]=3[Cl:1])[C:18]([I:19])=[C:11]2[N:12]=[C:13]([CH3:17])[N:14]=1. The yield is 0.890. (3) The reactants are [Si:1](Cl)([C:4]([CH3:7])([CH3:6])[CH3:5])([CH3:3])[CH3:2].C(N(CC)CC)C.[F:16][C:17]([F:28])([F:27])[CH:18]([C:20]1[CH:25]=[CH:24][C:23]([I:26])=[CH:22][CH:21]=1)[OH:19]. The catalyst is CN(C)C1C=CN=CC=1.ClCCl. The product is [C:4]([Si:1]([CH3:3])([CH3:2])[O:19][CH:18]([C:20]1[CH:25]=[CH:24][C:23]([I:26])=[CH:22][CH:21]=1)[C:17]([F:16])([F:27])[F:28])([CH3:7])([CH3:6])[CH3:5]. The yield is 0.260. (4) The reactants are [CH3:1][N:2]1[C@@H:19]2[CH2:20][C:7]3[CH:8]=[CH:9][C:10]([O:21][CH3:22])=[C:11]4[O:12][C@H:13]5[C:14]([CH2:16][CH2:17][C@@H:18]2[C@:5]5([C:6]=34)[CH2:4][CH2:3]1)=[O:15].[Li]N([Si](C)(C)C)[Si](C)(C)C.[O:33]1CCCC1. No catalyst specified. The product is [C:11]([O-:33])(=[O:12])[C:6]1[CH:7]=[CH:20][CH:19]=[CH:18][CH:5]=1.[CH3:1][N:2]1[C@@H:19]2[CH2:20][C:7]3[CH:8]=[CH:9][C:10]([O:21][CH3:22])=[C:11]4[O:12][C@H:13]5[C:14]([CH2:16][CH2:17][C@@H:18]2[C@:5]5([C:6]=34)[CH2:4][CH2:3]1)=[O:15]. The yield is 0.420. (5) The reactants are Br[C:2]1[N:7]=[CH:6][C:5]([NH:8][C:9]([NH:11][CH2:12][CH2:13][CH2:14][CH2:15][N:16]2[CH2:21][CH2:20][CH2:19][CH2:18][CH2:17]2)=[O:10])=[CH:4][CH:3]=1.[CH3:22][O:23][C:24]1[CH:29]=[CH:28][C:27](B(O)O)=[CH:26][CH:25]=1.C(=O)([O-])[O-].[Na+].[Na+]. The catalyst is C(#N)C.C1C=CC([P]([Pd]([P](C2C=CC=CC=2)(C2C=CC=CC=2)C2C=CC=CC=2)([P](C2C=CC=CC=2)(C2C=CC=CC=2)C2C=CC=CC=2)[P](C2C=CC=CC=2)(C2C=CC=CC=2)C2C=CC=CC=2)(C2C=CC=CC=2)C2C=CC=CC=2)=CC=1. The product is [CH3:22][O:23][C:24]1[CH:29]=[CH:28][C:27]([C:2]2[N:7]=[CH:6][C:5]([NH:8][C:9]([NH:11][CH2:12][CH2:13][CH2:14][CH2:15][N:16]3[CH2:21][CH2:20][CH2:19][CH2:18][CH2:17]3)=[O:10])=[CH:4][CH:3]=2)=[CH:26][CH:25]=1. The yield is 0.337. (6) The reactants are [CH3:1][P:2]1(=[O:8])[CH2:7][CH2:6][NH:5][CH2:4][CH2:3]1.F[C:10]1[CH:11]=[CH:12][C:13]([N+:18]([O-:20])=[O:19])=[C:14]([O:16][CH3:17])[CH:15]=1.C([O-])([O-])=O.[K+].[K+]. The catalyst is CN(C=O)C. The product is [CH3:17][O:16][C:14]1[CH:15]=[C:10]([N:5]2[CH2:6][CH2:7][P:2](=[O:8])([CH3:1])[CH2:3][CH2:4]2)[CH:11]=[CH:12][C:13]=1[N+:18]([O-:20])=[O:19]. The yield is 0.960. (7) The reactants are [Cl:1][C:2]1[C:3](F)=[C:4]([F:31])[CH:5]=[C:6]2[C:11]=1[N:10]([C:12]1[CH:17]=[CH:16][C:15]([CH2:18][N:19]3[CH2:23][CH2:22][C@H:21]([OH:24])[CH2:20]3)=[CH:14][CH:13]=1)[CH:9]=[C:8]([C:25]([O:27][CH2:28][CH3:29])=[O:26])[C:7]2=[O:30].[N:33]1([C:39]2[N:44]=[CH:43][CH:42]=[CH:41]N=2)[CH2:38][CH2:37][NH:36][CH2:35][CH2:34]1.[CH3:45]CN(C(C)C)C(C)C. The catalyst is CS(C)=O. The product is [Cl:1][C:2]1[C:3]([N:36]2[CH2:35][CH2:34][N:33]([C:39]3[CH:45]=[CH:41][CH:42]=[CH:43][N:44]=3)[CH2:38][CH2:37]2)=[C:4]([F:31])[CH:5]=[C:6]2[C:11]=1[N:10]([C:12]1[CH:13]=[CH:14][C:15]([CH2:18][N:19]3[CH2:23][CH2:22][C@H:21]([OH:24])[CH2:20]3)=[CH:16][CH:17]=1)[CH:9]=[C:8]([C:25]([O:27][CH2:28][CH3:29])=[O:26])[C:7]2=[O:30]. The yield is 0.630. (8) The reactants are [ClH:1].[CH2:2]([C:5]1[N:6]=[C:7]([NH2:10])[NH:8][CH:9]=1)[C:3]#[CH:4].[N:11]([CH2:14][C:15]1[O:16][CH:17]=[CH:18][CH:19]=1)=[N+:12]=[N-:13]. No catalyst specified. The product is [ClH:1].[O:16]1[CH:17]=[CH:18][CH:19]=[C:15]1[CH2:14][N:11]1[CH:4]=[C:3]([CH2:2][C:5]2[N:6]=[C:7]([NH2:10])[NH:8][CH:9]=2)[N:13]=[N:12]1. The yield is 0.460. (9) The reactants are C(O[C:6]([N:8]1[CH2:13][CH2:12][N:11](C2C(=O)N(CC(C)C)N=C(C3C=CC(C)=C(F)C=3)C=2C)[CH2:10][CH2:9]1)=O)(C)(C)C.[F:34][C:35]1[CH:36]=[C:37]([CH:61]=[CH:62][C:63]=1[F:64])[CH2:38][N:39]1[C:44](=[O:45])[C:43]([CH2:46]OS(C)(=O)=O)=[CH:42][C:41]([C:52]2[CH:57]=[CH:56][C:55]([O:58][CH3:59])=[C:54]([F:60])[CH:53]=2)=[N:40]1.CN1CCNCC1. No catalyst specified. The product is [F:34][C:35]1[CH:36]=[C:37]([CH:61]=[CH:62][C:63]=1[F:64])[CH2:38][N:39]1[C:44](=[O:45])[C:43]([CH2:46][N:11]2[CH2:12][CH2:13][N:8]([CH3:6])[CH2:9][CH2:10]2)=[CH:42][C:41]([C:52]2[CH:57]=[CH:56][C:55]([O:58][CH3:59])=[C:54]([F:60])[CH:53]=2)=[N:40]1. The yield is 0.550.